From a dataset of Full USPTO retrosynthesis dataset with 1.9M reactions from patents (1976-2016). Predict the reactants needed to synthesize the given product. (1) Given the product [Br:1][C:2]1[CH:7]=[CH:6][C:5]([C:8]([O:11][CH3:15])([CH3:10])[CH3:9])=[C:4]([Cl:12])[CH:3]=1, predict the reactants needed to synthesize it. The reactants are: [Br:1][C:2]1[CH:7]=[CH:6][C:5]([C:8]([OH:11])([CH3:10])[CH3:9])=[C:4]([Cl:12])[CH:3]=1.[H-].[Na+].[CH3:15]I.O. (2) Given the product [CH3:21][O:20][C:17]1[CH:18]=[CH:19][C:14]([C@H:12]2[CH2:13][C@@H:11]2[CH2:10][O:9][C:3]2[C:2]([C:46]3[S:50][C:49]([CH3:51])=[N:48][CH:47]=3)=[CH:7][N:6]=[C:5]([CH3:8])[N:4]=2)=[N:15][CH:16]=1, predict the reactants needed to synthesize it. The reactants are: Br[C:2]1[C:3]([O:9][CH2:10][C@H:11]2[CH2:13][C@@H:12]2[C:14]2[CH:19]=[CH:18][C:17]([O:20][CH3:21])=[CH:16][N:15]=2)=[N:4][C:5]([CH3:8])=[N:6][CH:7]=1.B1(B2OC(C)(C)C(C)(C)O2)OC(C)(C)C(C)(C)O1.C([O-])(=O)C.[K+].Br[C:46]1[S:50][C:49]([CH3:51])=[N:48][CH:47]=1.C(=O)([O-])[O-].[Cs+].[Cs+].